This data is from Reaction yield outcomes from USPTO patents with 853,638 reactions. The task is: Predict the reaction yield, written as a fraction of the theoretical maximum amount of product (1.0 means a 100% yield; for example, 0.34 means a 34% yield). (1) The reactants are Cl[C:2]1[C:7]([C:8]([NH:10][C:11]2[CH:16]=[CH:15][C:14]([Cl:17])=[CH:13][CH:12]=2)=[O:9])=[CH:6][CH:5]=[CH:4][N:3]=1.[N:18]1[CH:23]=[CH:22][C:21]([N:24]2[CH2:29][CH2:28][CH:27]([CH2:30][NH2:31])[CH2:26][CH2:25]2)=[CH:20][CH:19]=1. The catalyst is C(N(CC)CC)C. The product is [Cl:17][C:14]1[CH:15]=[CH:16][C:11]([NH:10][C:8]([C:7]2[C:2]([NH:31][CH2:30][CH:27]3[CH2:26][CH2:25][N:24]([C:21]4[CH:22]=[CH:23][N:18]=[CH:19][CH:20]=4)[CH2:29][CH2:28]3)=[N:3][CH:4]=[CH:5][CH:6]=2)=[O:9])=[CH:12][CH:13]=1. The yield is 0.240. (2) The yield is 0.731. The product is [N:2]1([CH:21]2[CH2:22][N:19]([CH:6]([C:7]3[CH:12]=[CH:11][CH:10]=[CH:9][CH:8]=3)[C:13]3[CH:18]=[CH:17][CH:16]=[CH:15][CH:14]=3)[CH2:20]2)[CH2:5][CH2:4][CH2:3]1. The reactants are Cl.[NH:2]1[CH2:5][CH2:4][CH2:3]1.[CH:6]([N:19]1[CH2:22][C:21](=O)[CH2:20]1)([C:13]1[CH:18]=[CH:17][CH:16]=[CH:15][CH:14]=1)[C:7]1[CH:12]=[CH:11][CH:10]=[CH:9][CH:8]=1.C(O[BH-](OC(=O)C)OC(=O)C)(=O)C.[Na+].C(=O)([O-])[O-].[Na+].[Na+]. The catalyst is ClCCl.C(OCC)(=O)C.O. (3) The reactants are [CH3:1][C:2](=[CH2:20])[CH2:3][O:4][C@H:5]([C@@H:10]([O:15][CH2:16][C:17]([CH3:19])=[CH2:18])[C:11](OC)=[O:12])[C:6](OC)=[O:7].[H-].[H-].[H-].[H-].[Li+].[Al+3]. The catalyst is C1COCC1. The product is [CH3:20][C:2](=[CH2:1])[CH2:3][O:4][C@H:5]([C@@H:10]([O:15][CH2:16][C:17]([CH3:19])=[CH2:18])[CH2:11][OH:12])[CH2:6][OH:7]. The yield is 0.920. (4) The reactants are [CH3:1][O:2][C:3]1[CH:11]=[CH:10][CH:9]=[C:5]([C:6]([OH:8])=[O:7])[C:4]=1[OH:12].C1N2CN3CN(C2)CN1C3.FC(F)(F)[C:25](O)=[O:26]. The catalyst is O. The product is [CH3:1][O:2][C:3]1[CH:11]=[C:10]([CH:9]=[C:5]([C:6]([OH:8])=[O:7])[C:4]=1[OH:12])[CH:25]=[O:26]. The yield is 0.666. (5) The reactants are [CH2:1]([N:3]([CH2:26][CH3:27])[CH2:4][CH2:5][NH:6][C:7](=[O:25])[C:8]1[CH:13]=[CH:12][C:11]([N:14](S(C)(=O)=O)[S:15]([CH3:18])(=[O:17])=[O:16])=[CH:10][C:9]=1[O:23][CH3:24])[CH3:2].[OH-].[K+].C(=O)(O)[O-].[Na+].C(Cl)Cl. The catalyst is O1CCCC1. The product is [CH2:26]([N:3]([CH2:1][CH3:2])[CH2:4][CH2:5][NH:6][C:7](=[O:25])[C:8]1[CH:13]=[CH:12][C:11]([NH:14][S:15]([CH3:18])(=[O:16])=[O:17])=[CH:10][C:9]=1[O:23][CH3:24])[CH3:27]. The yield is 0.919. (6) The reactants are [Cl:1][C:2]1[CH:7]=[CH:6][N:5]=[C:4]([N:8]2[CH2:13][CH2:12][N:11](C(OC(C)(C)C)=O)[CH2:10][CH2:9]2)[N:3]=1.[F:21][C:22]1[CH:27]=[CH:26][C:25]([F:28])=[CH:24][C:23]=1B(O)O. No catalyst specified. The product is [ClH:1].[ClH:1].[F:21][C:22]1[CH:27]=[CH:26][C:25]([F:28])=[CH:24][C:23]=1[C:2]1[CH:7]=[CH:6][N:5]=[C:4]([N:8]2[CH2:9][CH2:10][NH:11][CH2:12][CH2:13]2)[N:3]=1. The yield is 0.950. (7) The reactants are C(NC(C)C)(C)C.[Li]CCCC.[Br:13][C:14]1[CH:19]=[CH:18][C:17]([F:20])=[CH:16][N:15]=1.[Li+].CC([N-]C(C)C)C.[CH2:29]([Si:31]([CH2:35][CH3:36])([CH2:33][CH3:34])Cl)[CH3:30]. The catalyst is C1COCC1. The product is [Br:13][C:14]1[CH:19]=[C:18]([Si:31]([CH2:35][CH3:36])([CH2:33][CH3:34])[CH2:29][CH3:30])[C:17]([F:20])=[CH:16][N:15]=1. The yield is 0.960. (8) The reactants are C([O:8][C:9]1[CH:14]=[C:13]([Cl:15])[C:12]([O:16][CH2:17][CH2:18][CH2:19][O:20][C:21]2[CH:26]=[CH:25][C:24]([C:27]([F:30])([F:29])[F:28])=[CH:23][N:22]=2)=[C:11]([Cl:31])[CH:10]=1)C1C=CC=CC=1.[H][H]. The catalyst is [C].[Pd].C(OCC)(=O)C. The product is [Cl:31][C:11]1[CH:10]=[C:9]([OH:8])[CH:14]=[C:13]([Cl:15])[C:12]=1[O:16][CH2:17][CH2:18][CH2:19][O:20][C:21]1[CH:26]=[CH:25][C:24]([C:27]([F:28])([F:29])[F:30])=[CH:23][N:22]=1. The yield is 0.920.